This data is from Forward reaction prediction with 1.9M reactions from USPTO patents (1976-2016). The task is: Predict the product of the given reaction. (1) The product is: [Cl:28][C:29]1[CH:30]=[CH:31][C:32]([CH2:35][O:36][C:37]2[CH:42]=[N:41][N:40]([CH2:15][C:16]([C:18]3[CH:23]=[CH:22][C:21]([CH2:24][OH:25])=[CH:20][C:19]=3[CH3:26])=[O:17])[C:39](=[O:43])[CH:38]=2)=[N:33][CH:34]=1. Given the reactants C(OC1C=CN([CH2:15][C:16]([C:18]2[CH:23]=[CH:22][C:21]([CH2:24][OH:25])=[CH:20][C:19]=2[CH3:26])=[O:17])C(=O)C=1)C1C=CC=CC=1.[Cl:28][C:29]1[CH:30]=[CH:31][C:32]([CH2:35][O:36][C:37]2[CH:42]=[N:41][NH:40][C:39](=[O:43])[CH:38]=2)=[N:33][CH:34]=1, predict the reaction product. (2) Given the reactants C([N:8]1[CH2:14][C:13]2[CH:15]=[CH:16][C:17]([F:24])=[C:18]([C:19]3[CH:23]=[CH:22][O:21][CH:20]=3)[C:12]=2[O:11][CH2:10][CH2:9]1)C1C=CC=CC=1.[Cl:25]C(OC(Cl)C)=O, predict the reaction product. The product is: [ClH:25].[F:24][C:17]1[CH:16]=[CH:15][C:13]2[CH2:14][NH:8][CH2:9][CH2:10][O:11][C:12]=2[C:18]=1[C:19]1[CH:23]=[CH:22][O:21][CH:20]=1. (3) The product is: [C:1]([O:5][C:6]([N:8]1[C:16]2[C:11](=[CH:12][CH:13]=[C:14]([CH2:17][OH:18])[CH:15]=2)[CH2:10][CH2:9]1)=[O:7])([CH3:4])([CH3:2])[CH3:3]. Given the reactants [C:1]([O:5][C:6]([N:8]1[C:16]2[C:11](=[CH:12][CH:13]=[C:14]([C:17](O)=[O:18])[CH:15]=2)[CH2:10][CH2:9]1)=[O:7])([CH3:4])([CH3:3])[CH3:2].C1N=CN(C(N2C=NC=C2)=O)C=1.O.[BH4-].[Na+], predict the reaction product. (4) Given the reactants [I:1][C:2]1[C:3]2[C:4](=[CH:8][NH:9][N:10]=2)[N:5]=[CH:6][CH:7]=1.Br[CH2:12][CH2:13][C:14]([CH3:17])([OH:16])[CH3:15].C([O-])([O-])=O.[Cs+].[Cs+], predict the reaction product. The product is: [I:1][C:2]1[C:3]2[C:4](=[CH:8][N:9]([CH2:12][CH2:13][C:14]([CH3:17])([OH:16])[CH3:15])[N:10]=2)[N:5]=[CH:6][CH:7]=1.